Dataset: Full USPTO retrosynthesis dataset with 1.9M reactions from patents (1976-2016). Task: Predict the reactants needed to synthesize the given product. Given the product [CH2:14]([C:11]1[S:10][C:9]([C:2]2[S:1][CH:5]=[CH:4][CH:3]=2)=[CH:13][CH:12]=1)[CH2:15][CH2:16][CH2:17][CH2:18][CH2:19][CH2:20][CH3:21], predict the reactants needed to synthesize it. The reactants are: [S:1]1[CH:5]=[CH:4][CH:3]=[C:2]1[Mg]Br.Br[C:9]1[S:10][C:11]([CH2:14][CH2:15][CH2:16][CH2:17][CH2:18][CH2:19][CH2:20][CH3:21])=[CH:12][CH:13]=1.[Cl-].[NH4+].